From a dataset of HIV replication inhibition screening data with 41,000+ compounds from the AIDS Antiviral Screen. Binary Classification. Given a drug SMILES string, predict its activity (active/inactive) in a high-throughput screening assay against a specified biological target. The compound is COc1ccc2nc(NC(=O)C(=O)NNC(=O)c3ccncc3)sc2c1. The result is 0 (inactive).